Dataset: Forward reaction prediction with 1.9M reactions from USPTO patents (1976-2016). Task: Predict the product of the given reaction. Given the reactants [OH:1][C:2]1[NH:3][C:4]([C:13]([OH:15])=O)=[C:5]([C:7]2[CH:12]=[CH:11][CH:10]=[CH:9][CH:8]=2)[N:6]=1.Cl.Cl.[C:18]([C:20]1[CH:21]=[C:22]([N:26]2[CH2:31][CH2:30][NH:29][CH2:28][CH2:27]2)[CH:23]=[CH:24][CH:25]=1)#[N:19].Cl.CN(C)CCCN=C=NCC.O.ON1C2C=CC=CC=2N=N1, predict the reaction product. The product is: [OH:1][C:2]1[NH:3][C:4]([C:13]([N:29]2[CH2:28][CH2:27][N:26]([C:22]3[CH:21]=[C:20]([CH:25]=[CH:24][CH:23]=3)[C:18]#[N:19])[CH2:31][CH2:30]2)=[O:15])=[C:5]([C:7]2[CH:8]=[CH:9][CH:10]=[CH:11][CH:12]=2)[N:6]=1.